Dataset: Full USPTO retrosynthesis dataset with 1.9M reactions from patents (1976-2016). Task: Predict the reactants needed to synthesize the given product. (1) Given the product [CH3:25][CH:23]([C:26]1[CH:27]=[CH:28][C:29]([C:30]2[O:32][N:15]=[C:14]([C:4]3[C:5]([NH2:7])=[N:41][CH:1]=[CH:2][CH:3]=3)[N:13]=2)=[CH:33][CH:34]=1)[CH3:24], predict the reactants needed to synthesize it. The reactants are: [CH:1]1[CH:2]=[CH:3][C:4]2N(O)N=[N:7][C:5]=2C=1.CC[N:13]=[C:14]=[N:15]CCCN(C)C.Cl.[CH:23]([C:26]1[CH:34]=[CH:33][C:29]([C:30]([OH:32])=O)=[CH:28][CH:27]=1)([CH3:25])[CH3:24].C(=O)([O-])O.[Na+].C[N:41](C=O)C. (2) The reactants are: [Cl:1][C:2]1[CH:7]=[C:6]([Cl:8])[CH:5]=[CH:4][C:3]=1[C:9]1[N:10]=[C:11]([N:16]2[CH2:21][CH2:20][O:19][CH2:18][CH2:17]2)[S:12][C:13]=1[C:14]#[N:15].S(=O)(=O)(O)[OH:23]. Given the product [Cl:1][C:2]1[CH:7]=[C:6]([Cl:8])[CH:5]=[CH:4][C:3]=1[C:9]1[N:10]=[C:11]([N:16]2[CH2:17][CH2:18][O:19][CH2:20][CH2:21]2)[S:12][C:13]=1[C:14]([NH2:15])=[O:23], predict the reactants needed to synthesize it. (3) Given the product [C:1]([O:5][C:6]([N:8]1[CH2:12][CH:11]([O:13][CH2:37][CH2:38][O:39][CH3:40])[CH2:10][CH:9]1[C:14]1[N:15]([CH2:26][O:27][CH2:28][CH2:29][Si:30]([CH3:33])([CH3:32])[CH3:31])[CH:16]=[C:17]([C:19]2[CH:20]=[CH:21][C:22]([Br:25])=[CH:23][CH:24]=2)[N:18]=1)=[O:7])([CH3:4])([CH3:3])[CH3:2], predict the reactants needed to synthesize it. The reactants are: [C:1]([O:5][C:6]([N:8]1[CH2:12][CH:11]([OH:13])[CH2:10][CH:9]1[C:14]1[N:15]([CH2:26][O:27][CH2:28][CH2:29][Si:30]([CH3:33])([CH3:32])[CH3:31])[CH:16]=[C:17]([C:19]2[CH:24]=[CH:23][C:22]([Br:25])=[CH:21][CH:20]=2)[N:18]=1)=[O:7])([CH3:4])([CH3:3])[CH3:2].[H-].[Na+].Br[CH2:37][CH2:38][O:39][CH3:40]. (4) Given the product [NH2:8][C@H:9]([C:18]1[CH:23]=[CH:22][CH:21]=[C:20]([C:25]([F:26])([F:27])[F:28])[CH:19]=1)[CH2:10][C:11]([O:13][C:14]([CH3:17])([CH3:16])[CH3:15])=[O:12], predict the reactants needed to synthesize it. The reactants are: C([N:8]([C@@H](C1C=CC=CC=1)C)[C@H:9]([C:18]1[CH:23]=[CH:22][C:21](Cl)=[C:20]([C:25]([F:28])([F:27])[F:26])[CH:19]=1)[CH2:10][C:11]([O:13][C:14]([CH3:17])([CH3:16])[CH3:15])=[O:12])C1C=CC=CC=1. (5) Given the product [Si:24]([O:16][CH2:15][C:12]1([C:5]2[CH:6]=[CH:7][CH:8]=[C:9]3[C:4]=2[N:3]=[C:2]([CH3:1])[CH:11]=[CH:10]3)[CH2:14][CH2:13]1)([C:27]([CH3:30])([CH3:29])[CH3:28])([CH3:26])[CH3:25], predict the reactants needed to synthesize it. The reactants are: [CH3:1][C:2]1[CH:11]=[CH:10][C:9]2[C:4](=[C:5]([C:12]3([CH2:15][OH:16])[CH2:14][CH2:13]3)[CH:6]=[CH:7][CH:8]=2)[N:3]=1.C(N(CC)CC)C.[Si:24](OS(C(F)(F)F)(=O)=O)([C:27]([CH3:30])([CH3:29])[CH3:28])([CH3:26])[CH3:25].C(=O)(O)[O-].[Na+]. (6) The reactants are: C([O:4][C:5]1[CH:10]=[CH:9][C:8]([C:11]2[O:15][C:14]([CH:16]([O:29][Si](C(C)(C)C)(C)C)[CH2:17][CH2:18][CH2:19][CH2:20][CH2:21][CH2:22][C:23]3[CH:28]=[CH:27][CH:26]=[CH:25][CH:24]=3)=[N:13][CH:12]=2)=[CH:7][CH:6]=1)(=O)C.[N+](CCCC)(CCCC)(CCCC)CCCC.[F-]. Given the product [OH:4][C:5]1[CH:6]=[CH:7][C:8]([C:11]2[O:15][C:14]([C:16](=[O:29])[CH2:17][CH2:18][CH2:19][CH2:20][CH2:21][CH2:22][C:23]3[CH:24]=[CH:25][CH:26]=[CH:27][CH:28]=3)=[N:13][CH:12]=2)=[CH:9][CH:10]=1, predict the reactants needed to synthesize it. (7) The reactants are: [NH2:1][C:2]1[N:7]=[C:6](S(C)=O)[C:5]([C:11]2[CH:12]=[CH:13][C:14](=[O:20])[N:15]([CH:17]([CH3:19])[CH3:18])[N:16]=2)=[C:4]([C:21]2[CH:26]=[CH:25][CH:24]=[CH:23][CH:22]=2)[N:3]=1.[CH3:27][O:28][CH2:29][CH2:30][OH:31]. Given the product [NH2:1][C:2]1[N:7]=[C:6]([O:31][CH2:30][CH2:29][O:28][CH3:27])[C:5]([C:11]2[CH:12]=[CH:13][C:14](=[O:20])[N:15]([CH:17]([CH3:19])[CH3:18])[N:16]=2)=[C:4]([C:21]2[CH:26]=[CH:25][CH:24]=[CH:23][CH:22]=2)[N:3]=1, predict the reactants needed to synthesize it.